From a dataset of Reaction yield outcomes from USPTO patents with 853,638 reactions. Predict the reaction yield, written as a fraction of the theoretical maximum amount of product (1.0 means a 100% yield; for example, 0.34 means a 34% yield). (1) The reactants are Cl[C:2]1[N:7]=[C:6]([NH:8][CH2:9][CH2:10][CH2:11][N:12]([CH2:15][CH3:16])[CH2:13][CH3:14])[N:5]=[C:4]2[N:17]([C:22]3[C:27]([F:28])=[CH:26][CH:25]=[CH:24][C:23]=3[F:29])[C:18](=[O:21])[NH:19][CH2:20][C:3]=12.[CH3:30][C:31]1[CH:39]=[CH:38][C:34]([C:35]([OH:37])=[O:36])=[CH:33][C:32]=1B1OC(C)(C)C(C)(C)O1.C(=O)([O-])[O-].[K+].[K+]. The catalyst is O1CCOCC1.O.[Pd].C1(P(C2C=CC=CC=2)C2C=CC=CC=2)C=CC=CC=1.C1(P(C2C=CC=CC=2)C2C=CC=CC=2)C=CC=CC=1.C1(P(C2C=CC=CC=2)C2C=CC=CC=2)C=CC=CC=1.C1(P(C2C=CC=CC=2)C2C=CC=CC=2)C=CC=CC=1. The product is [CH2:13]([N:12]([CH2:15][CH3:16])[CH2:11][CH2:10][CH2:9][NH:8][C:6]1[N:7]=[C:2]([C:32]2[CH:33]=[C:34]([CH:38]=[CH:39][C:31]=2[CH3:30])[C:35]([OH:37])=[O:36])[C:3]2[CH2:20][NH:19][C:18](=[O:21])[N:17]([C:22]3[C:27]([F:28])=[CH:26][CH:25]=[CH:24][C:23]=3[F:29])[C:4]=2[N:5]=1)[CH3:14]. The yield is 0.260. (2) The catalyst is C(#N)C. The yield is 0.290. The reactants are C([O:3][P:4]([CH2:9][CH2:10][NH:11][C:12](=[O:39])[CH2:13][CH2:14][C:15]([CH3:38])=[CH:16][CH2:17][C:18]1[C:19]([O:31]CC[Si](C)(C)C)=[C:20]2[C:24](=[C:25]([CH3:29])[C:26]=1[O:27][CH3:28])[CH2:23][O:22][C:21]2=[O:30])(=[O:8])[O:5]CC)C.C[Si](Br)(C)C.N1C(C)=CC=CC=1C. The product is [OH:31][C:19]1[C:18]([CH2:17][CH:16]=[C:15]([CH3:38])[CH2:14][CH2:13][C:12]([NH:11][CH2:10][CH2:9][P:4](=[O:3])([OH:8])[OH:5])=[O:39])=[C:26]([O:27][CH3:28])[C:25]([CH3:29])=[C:24]2[C:20]=1[C:21](=[O:30])[O:22][CH2:23]2. (3) The reactants are CC([O-])(C)C.[K+].CC1C=CC(S([CH2:17][N+:18]#[C-])(=O)=O)=CC=1.[Cl:20][C:21]1[CH:22]=[C:23]([CH:26]=[CH:27][C:28]=1[O:29][CH3:30])[CH:24]=O.CO. The catalyst is C1COCC1.O. The product is [Cl:20][C:21]1[CH:22]=[C:23]([CH2:24][C:17]#[N:18])[CH:26]=[CH:27][C:28]=1[O:29][CH3:30]. The yield is 0.830. (4) The reactants are [CH3:1][C:2]1[CH:7]=[CH:6][CH:5]=[C:4]([CH3:8])[C:3]=1[NH:9][C:10](=[O:41])[C:11]1[CH:16]=[CH:15][C:14]([NH:17][C:18]2[N:19]=[C:20]([C:35]3[CH:40]=[CH:39][CH:38]=[CH:37][CH:36]=3)[C:21]3[CH2:27][CH2:26][N:25](CC4C=CC=CC=4)[CH2:24][C:22]=3[N:23]=2)=[CH:13][CH:12]=1.C1CC=CCC=1. The catalyst is [Pd].C(O)C. The product is [CH3:8][C:4]1[CH:5]=[CH:6][CH:7]=[C:2]([CH3:1])[C:3]=1[NH:9][C:10](=[O:41])[C:11]1[CH:12]=[CH:13][C:14]([NH:17][C:18]2[N:19]=[C:20]([C:35]3[CH:36]=[CH:37][CH:38]=[CH:39][CH:40]=3)[C:21]3[CH2:27][CH2:26][NH:25][CH2:24][C:22]=3[N:23]=2)=[CH:15][CH:16]=1. The yield is 0.620. (5) The reactants are Cl[CH2:2][CH2:3][CH2:4][CH2:5][CH:6]([C:18]1[NH:22][N:21]=[C:20]([NH:23][C:24]2[CH:29]=[C:28]([O:30][CH3:31])[C:27]([N:32]3[CH:36]=[N:35][C:34]([CH3:37])=[N:33]3)=[C:26]([F:38])[CH:25]=2)[N:19]=1)[C:7]1[CH:12]=[CH:11][C:10]([O:13][C:14]([F:17])([F:16])[F:15])=[CH:9][CH:8]=1.[I-].[Na+].C(N(C(C)C)CC)(C)C. The catalyst is CC(C)=O. The product is [F:38][C:26]1[CH:25]=[C:24]([NH:23][C:20]2[N:19]=[C:18]3[CH:6]([C:7]4[CH:12]=[CH:11][C:10]([O:13][C:14]([F:17])([F:16])[F:15])=[CH:9][CH:8]=4)[CH2:5][CH2:4][CH2:3][CH2:2][N:22]3[N:21]=2)[CH:29]=[C:28]([O:30][CH3:31])[C:27]=1[N:32]1[CH:36]=[N:35][C:34]([CH3:37])=[N:33]1. The yield is 0.440. (6) The reactants are [Cl-].C([P+](CCCC)(CCCC)CCCC)C1C=CC=CC=1.[CH2:22]=[CH:23][C:24]1[CH:29]=[CH:28][CH:27]=[CH:26][CH:25]=1.[Cl:30][SiH:31]([Cl:33])[Cl:32]. No catalyst specified. The product is [C:24]1([CH2:23][CH2:22][Si:31]([Cl:33])([Cl:32])[Cl:30])[CH:29]=[CH:28][CH:27]=[CH:26][CH:25]=1. The yield is 0.120. (7) The reactants are [CH2:1]([O:3][C:4](=[O:28])[CH2:5][N:6]1[C:14]2[CH2:13][CH2:12][CH2:11][C@@H:10]([N:15]([S:17]([C:20]3[CH:21]=[N:22][C:23](Cl)=[C:24]([Br:26])[CH:25]=3)(=[O:19])=[O:18])[CH3:16])[C:9]=2[CH:8]=[N:7]1)[CH3:2].[H-].[Na+].[Cl:31][C:32]1[CH:37]=[CH:36][C:35]([OH:38])=[CH:34][CH:33]=1.Cl. The catalyst is CN(C)C=O. The product is [CH2:1]([O:3][C:4](=[O:28])[CH2:5][N:6]1[C:14]2[CH2:13][CH2:12][CH2:11][C@@H:10]([N:15]([S:17]([C:20]3[CH:21]=[N:22][C:23]([O:38][C:35]4[CH:36]=[CH:37][C:32]([Cl:31])=[CH:33][CH:34]=4)=[C:24]([Br:26])[CH:25]=3)(=[O:18])=[O:19])[CH3:16])[C:9]=2[CH:8]=[N:7]1)[CH3:2]. The yield is 0.750. (8) The reactants are Cl.C[O:3][C:4](=[O:38])[C:5]1[CH:10]=[CH:9][C:8]([O:11][C:12]2[CH:17]=[CH:16][C:15]([CH2:18][C@H:19]([NH2:37])[C:20]3[N:21]([CH2:33][CH2:34][CH2:35][CH3:36])[CH:22]=[C:23]([C:25]4[CH:30]=[CH:29][C:28]([Cl:31])=[CH:27][C:26]=4[Cl:32])[N:24]=3)=[CH:14][CH:13]=2)=[CH:7][CH:6]=1.[C:39]([C:41]1[CH:42]=[C:43]([CH:47]=[CH:48][CH:49]=1)[C:44](Cl)=[O:45])#[N:40]. No catalyst specified. The product is [CH2:33]([N:21]1[CH:22]=[C:23]([C:25]2[CH:30]=[CH:29][C:28]([Cl:31])=[CH:27][C:26]=2[Cl:32])[N:24]=[C:20]1[C@@H:19]([NH:37][C:44](=[O:45])[C:43]1[CH:47]=[CH:48][CH:49]=[C:41]([C:39]#[N:40])[CH:42]=1)[CH2:18][C:15]1[CH:16]=[CH:17][C:12]([O:11][C:8]2[CH:9]=[CH:10][C:5]([C:4]([OH:38])=[O:3])=[CH:6][CH:7]=2)=[CH:13][CH:14]=1)[CH2:34][CH2:35][CH3:36]. The yield is 0.380. (9) The reactants are [CH2:1]([C:5]1[C:9]([CH2:10][CH2:11][C:12]2[S:13][C:14]([C:18]([OH:20])=O)=[C:15]([CH3:17])[N:16]=2)=[C:8]([CH3:21])[O:7][N:6]=1)[CH2:2][CH2:3][CH3:4].[NH2:22][CH:23]([CH3:26])[CH2:24][OH:25]. No catalyst specified. The product is [OH:25][CH2:24][CH:23]([NH:22][C:18]([C:14]1[S:13][C:12]([CH2:11][CH2:10][C:9]2[C:5]([CH2:1][CH2:2][CH2:3][CH3:4])=[N:6][O:7][C:8]=2[CH3:21])=[N:16][C:15]=1[CH3:17])=[O:20])[CH3:26]. The yield is 0.580. (10) The reactants are [CH2:1]([O:8][C:9](Cl)=[O:10])[C:2]1[CH:7]=[CH:6][CH:5]=[CH:4][CH:3]=1.C([N:19]1[CH2:26][CH:25]2[CH:21]([CH2:22][CH2:23][C:24]2=[O:27])[CH2:20]1)C1C=CC=CC=1. The catalyst is ClCCl. The product is [CH2:1]([O:8][C:9]([N:19]1[CH2:26][CH:25]2[CH:21]([CH2:22][CH2:23][C:24]2=[O:27])[CH2:20]1)=[O:10])[C:2]1[CH:7]=[CH:6][CH:5]=[CH:4][CH:3]=1. The yield is 0.720.